From a dataset of Catalyst prediction with 721,799 reactions and 888 catalyst types from USPTO. Predict which catalyst facilitates the given reaction. (1) Reactant: [Cl:1][C:2]1[C:3]([CH3:27])=[C:4]([CH2:8][N:9]2[C:14]3[N:15]=[C:16]([N:18]4[CH2:23][CH2:22][O:21][CH2:20][CH2:19]4)[S:17][C:13]=3[C:12](=[O:24])[N:11]=[C:10]2[CH2:25][CH3:26])[CH:5]=[CH:6][CH:7]=1.C([O-])(=O)C.[Na+].[Br:33]Br. Product: [Br:33][CH:25]([C:10]1[N:9]([CH2:8][C:4]2[CH:5]=[CH:6][CH:7]=[C:2]([Cl:1])[C:3]=2[CH3:27])[C:14]2[N:15]=[C:16]([N:18]3[CH2:19][CH2:20][O:21][CH2:22][CH2:23]3)[S:17][C:13]=2[C:12](=[O:24])[N:11]=1)[CH3:26]. The catalyst class is: 86. (2) Reactant: CN(CC)C.C([O-])([O-])=O.[K+].[K+].[NH:12]1[CH2:16][CH2:15][CH2:14][C:13]1=[O:17].Br[C:19]1[CH:24]=[CH:23][C:22]([CH2:25][CH2:26][OH:27])=[CH:21][CH:20]=1. Product: [OH:27][CH2:26][CH2:25][C:22]1[CH:23]=[CH:24][C:19]([N:12]2[CH2:16][CH2:15][CH2:14][C:13]2=[O:17])=[CH:20][CH:21]=1. The catalyst class is: 205. (3) Reactant: Cl.Cl.[N:3]12[CH2:10][CH2:9][CH:6]([CH2:7][CH2:8]1)[C@@H:5]([NH:11][C:12]([C:14]1[S:15][C:16]3[CH:22]=[C:21]([NH2:23])[CH:20]=[CH:19][C:17]=3[CH:18]=1)=[O:13])[CH2:4]2.C(N(CC)CC)C.[C:31]([Cl:39])(=[O:38])[C:32]1[CH:37]=[CH:36][CH:35]=[CH:34][CH:33]=1. Product: [ClH:39].[N:3]12[CH2:8][CH2:7][CH:6]([CH2:9][CH2:10]1)[C@@H:5]([NH:11][C:12]([C:14]1[S:15][C:16]3[CH:22]=[C:21]([NH:23][C:31](=[O:38])[C:32]4[CH:37]=[CH:36][CH:35]=[CH:34][CH:33]=4)[CH:20]=[CH:19][C:17]=3[CH:18]=1)=[O:13])[CH2:4]2. The catalyst class is: 3. (4) Reactant: C(O[CH:4]=[C:5]([C:9](=[O:11])[CH3:10])[C:6](=O)[CH3:7])C.Cl.[NH:13]([CH2:15][C:16]([O:18][CH2:19]C)=[O:17])[NH2:14].Cl. Product: [C:9]([C:5]1[CH:4]=[N:14][N:13]([CH2:15][C:16]([O:18][CH3:19])=[O:17])[C:6]=1[CH3:7])(=[O:11])[CH3:10]. The catalyst class is: 5. (5) Reactant: [OH:1][CH2:2][C:3]1[CH:11]=[CH:10][C:6]([C:7]([OH:9])=O)=[CH:5][CH:4]=1.Cl.[CH3:13][NH:14][O:15][CH3:16].Cl.CN(C)CCCN=C=NCC.ON1C2C=CC=CC=2N=N1.C(N(CC)C(C)C)(C)C. Product: [OH:1][CH2:2][C:3]1[CH:4]=[CH:5][C:6]([C:7]([N:14]([O:15][CH3:16])[CH3:13])=[O:9])=[CH:10][CH:11]=1. The catalyst class is: 146. (6) Reactant: Cl.[NH2:2][CH2:3][CH:4]([C:6]1[C:15]2[C:10](=[CH:11][CH:12]=[C:13]([O:16][CH3:17])[CH:14]=2)[CH:9]=[CH:8][CH:7]=1)[OH:5].C(=O)([O-])[O-].[K+].[K+].[C:24](Cl)(=[O:26])[CH3:25]. Product: [OH:5][CH:4]([C:6]1[C:15]2[C:10](=[CH:11][CH:12]=[C:13]([O:16][CH3:17])[CH:14]=2)[CH:9]=[CH:8][CH:7]=1)[CH2:3][NH:2][C:24](=[O:26])[CH3:25]. The catalyst class is: 69.